This data is from Full USPTO retrosynthesis dataset with 1.9M reactions from patents (1976-2016). The task is: Predict the reactants needed to synthesize the given product. (1) Given the product [F:1][C:2]1[CH:26]=[C:25]([F:27])[CH:24]=[CH:23][C:3]=1[CH2:4][C@H:5]1[CH2:10][C@H:9]([C:11]2[O:18][NH:30][C:13](=[O:14])[CH:12]=2)[CH2:8][CH2:7][N:6]1[C:19]([O:21][CH3:22])=[O:20], predict the reactants needed to synthesize it. The reactants are: [F:1][C:2]1[CH:26]=[C:25]([F:27])[CH:24]=[CH:23][C:3]=1[CH2:4][C@H:5]1[CH2:10][C@H:9]([C:11](=[O:18])[CH2:12][C:13](OCC)=[O:14])[CH2:8][CH2:7][N:6]1[C:19]([O:21][CH3:22])=[O:20].[OH-].[Na+].[NH2:30]O.Cl. (2) Given the product [CH2:71]([NH:70][C:56]1[CH:55]=[C:54]([C:9]2[CH:10]=[C:11]3[C:16](=[CH:17][CH:18]=2)[O:15][C@@H:14]([CH2:19][N:20]([CH2:21][C@H:22]([O:31][Si:32]([C:35]([CH3:37])([CH3:38])[CH3:36])([CH3:34])[CH3:33])[CH2:23][O:24][C:25]2[CH:30]=[CH:29][CH:28]=[CH:27][CH:26]=2)[CH2:39][C:40]2[CH:41]=[CH:42][CH:43]=[CH:44][CH:45]=2)[CH2:13][CH2:12]3)[CH:69]=[CH:68][C:57]=1[C:58]([O:60][CH2:61][C:62]1[CH:63]=[CH:64][CH:65]=[CH:66][CH:67]=1)=[O:59])[CH2:72][CH2:73][CH3:74], predict the reactants needed to synthesize it. The reactants are: CC1(C)C(C)(C)OB([C:9]2[CH:10]=[C:11]3[C:16](=[CH:17][CH:18]=2)[O:15][C@@H:14]([CH2:19][N:20]([CH2:39][C:40]2[CH:45]=[CH:44][CH:43]=[CH:42][CH:41]=2)[CH2:21][C@H:22]([O:31][Si:32]([C:35]([CH3:38])([CH3:37])[CH3:36])([CH3:34])[CH3:33])[CH2:23][O:24][C:25]2[CH:30]=[CH:29][CH:28]=[CH:27][CH:26]=2)[CH2:13][CH2:12]3)O1.C([O-])([O-])=O.[Na+].[Na+].Br[C:54]1[CH:69]=[CH:68][C:57]([C:58]([O:60][CH2:61][C:62]2[CH:67]=[CH:66][CH:65]=[CH:64][CH:63]=2)=[O:59])=[C:56]([NH:70][CH2:71][CH2:72][CH2:73][CH3:74])[CH:55]=1. (3) The reactants are: [CH3:1][O:2][C:3](=[O:12])[CH2:4][C@H:5]1[CH2:10][CH2:9][C@@H:8]([OH:11])[CH2:7][CH2:6]1.[H-].[Na+].I[CH3:16]. Given the product [CH3:1][O:2][C:3](=[O:12])[CH2:4][C@H:5]1[CH2:10][CH2:9][C@@H:8]([O:11][CH3:16])[CH2:7][CH2:6]1, predict the reactants needed to synthesize it. (4) Given the product [Cl:1][CH2:2][CH2:3][C:4]([CH2:11][CH:12]([CH3:13])[Cl:8])=[O:5], predict the reactants needed to synthesize it. The reactants are: [Cl:1][CH2:2][CH2:3][C:4](Cl)=[O:5].[Al+3].[Cl-:8].[Cl-].[Cl-].[CH2:11]=[CH:12][CH3:13]. (5) Given the product [F:17][C:18]([F:29])([F:28])[C:19]1[CH:24]=[C:23]([N:1]2[CH:8]=[CH:7][C:5](=[O:6])[NH:4][C:2]2=[O:3])[CH:22]=[CH:21][CH:20]=1, predict the reactants needed to synthesize it. The reactants are: [NH:1]1[CH:8]=[CH:7][C:5](=[O:6])[NH:4][C:2]1=[O:3].CN(CCN(C)C)C.[F:17][C:18]([F:29])([F:28])[C:19]1[CH:20]=[C:21](B(O)O)[CH:22]=[CH:23][CH:24]=1. (6) Given the product [C:1]([O-:4])(=[O:3])[CH3:2].[C:5]([O-:8])(=[O:7])[CH3:6].[C:9]([O-:12])(=[O:11])[CH3:10].[Br:18][C:19]1[CH:24]=[CH:23][C:22]([C:25]2[CH:30]=[CH:29][C:28]([Cl:31])=[CH:27][CH:26]=2)=[CH:21][C:20]=1[Pb+3:17], predict the reactants needed to synthesize it. The reactants are: [C:1]([O-:4])(=[O:3])[CH3:2].[C:5]([O-:8])(=[O:7])[CH3:6].[C:9]([O-:12])(=[O:11])[CH3:10].C([O-])(=O)C.[Pb+4:17].[Br:18][C:19]1[CH:24]=[CH:23][C:22]([C:25]2[CH:30]=[CH:29][C:28]([Cl:31])=[CH:27][CH:26]=2)=[CH:21][C:20]=1B(O)O.C(=O)([O-])[O-].[K+].[K+].